From a dataset of Forward reaction prediction with 1.9M reactions from USPTO patents (1976-2016). Predict the product of the given reaction. The product is: [C:28]([O:31][C:32]1[C:11]2[N:10]=[C:9]([C:24]([CH3:26])([CH3:27])[CH3:25])[N:8]([CH2:1][C:2]3[CH:7]=[CH:6][CH:5]=[CH:4][CH:3]=3)[C:12]=2[CH:13]=[C:14]([C:19]([O:21][CH2:22][CH3:23])=[O:20])[CH:15]=1)(=[O:30])[CH3:29]. Given the reactants [CH2:1]([N:8]1[C:12](/[CH:13]=[C:14](/[C:19]([O:21][CH2:22][CH3:23])=[O:20])\[CH2:15]C(O)=O)=[CH:11][N:10]=[C:9]1[C:24]([CH3:27])([CH3:26])[CH3:25])[C:2]1[CH:7]=[CH:6][CH:5]=[CH:4][CH:3]=1.[C:28]([O:31][C:32](=O)C)(=[O:30])[CH3:29], predict the reaction product.